From a dataset of Full USPTO retrosynthesis dataset with 1.9M reactions from patents (1976-2016). Predict the reactants needed to synthesize the given product. Given the product [CH3:1][O:2][C:3](=[O:16])[C:4]1[CH:12]=[CH:11][C:7]([C:8]([Cl:19])=[O:9])=[C:6]([N+:13]([O-:15])=[O:14])[CH:5]=1, predict the reactants needed to synthesize it. The reactants are: [CH3:1][O:2][C:3](=[O:16])[C:4]1[CH:12]=[CH:11][C:7]([C:8](O)=[O:9])=[C:6]([N+:13]([O-:15])=[O:14])[CH:5]=1.S(Cl)([Cl:19])=O.